Dataset: Forward reaction prediction with 1.9M reactions from USPTO patents (1976-2016). Task: Predict the product of the given reaction. (1) Given the reactants [CH2:1]([O:3][P:4]([C:9]1[CH:10]=[C:11]([C:14]2[S:15][C:16](I)=[CH:17][C:18]=2[P:19]([O:24][CH2:25][CH3:26])([O:21][CH2:22][CH3:23])=[O:20])[S:12][CH:13]=1)([O:6][CH2:7][CH3:8])=[O:5])[CH3:2].C([Sn](CCCC)(CCCC)[C:33]1[S:34][CH:35]=[CH:36][C:37]=1[P:38]([O:43][CH2:44][CH3:45])([O:40][CH2:41][CH3:42])=[O:39])CCC.[Cu]C#N.[F-].[K+], predict the reaction product. The product is: [CH2:22]([O:21][P:19]([C:18]1[CH:17]=[CH:16][S:15][C:14]=1[C:11]1[S:12][C:13]([C:35]2[S:34][CH:33]=[C:37]([P:38]([O:40][CH2:41][CH3:42])([O:43][CH2:44][CH3:45])=[O:39])[CH:36]=2)=[C:9]([P:4]([O:6][CH2:7][CH3:8])([O:3][CH2:1][CH3:2])=[O:5])[CH:10]=1)([O:24][CH2:25][CH3:26])=[O:20])[CH3:23]. (2) Given the reactants [Mg].BrC(Br)C.[CH2:6]([C:8]1[CH:13]=[C:12]([CH3:14])[CH:11]=[C:10]([CH2:15][CH3:16])[C:9]=1Br)[CH3:7].[C:18](OCC)(=[O:24])[C:19]([O:21][CH2:22][CH3:23])=[O:20].Cl, predict the reaction product. The product is: [CH2:6]([C:8]1[CH:13]=[C:12]([CH3:14])[CH:11]=[C:10]([CH2:15][CH3:16])[C:9]=1[C:18](=[O:24])[C:19]([O:21][CH2:22][CH3:23])=[O:20])[CH3:7]. (3) The product is: [CH3:1][N:2]([C:3]1[CH:4]=[C:5]([C:9]2[C:10]3[C:17]([C:18]([O:20][CH2:21][CH3:22])=[O:19])=[CH:16][NH:15][C:11]=3[N:12]=[CH:13][N:14]=2)[CH:6]=[CH:7][CH:8]=1)[C:23](=[O:26])[CH:24]=[CH2:25]. Given the reactants [CH3:1][NH:2][C:3]1[CH:4]=[C:5]([C:9]2[C:10]3[C:17]([C:18]([O:20][CH2:21][CH3:22])=[O:19])=[CH:16][NH:15][C:11]=3[N:12]=[CH:13][N:14]=2)[CH:6]=[CH:7][CH:8]=1.[C:23](Cl)(=[O:26])[CH:24]=[CH2:25].C(=O)([O-])[O-].[Na+].[Na+], predict the reaction product. (4) Given the reactants [Br:1][C:2]1[CH:3]=[C:4]2[C:12](=[CH:13][C:14]=1[CH3:15])[O:11][C:7]1([CH2:10][CH2:9][CH2:8]1)[CH2:6][C:5]2=O.C(S)CCS, predict the reaction product. The product is: [Br:1][C:2]1[CH:3]=[C:4]2[C:12](=[CH:13][C:14]=1[CH3:15])[O:11][C:7]1([CH2:8][CH2:9][CH2:10]1)[CH2:6][CH2:5]2. (5) The product is: [Br:1][C:2]1[CH:7]=[CH:6][C:5]([C:24]2[CH:23]=[CH:22][C:21]3[C:26](=[C:27]4[C:18](=[CH:19][CH:20]=3)[CH:17]=[CH:16][CH:15]=[N:14]4)[N:25]=2)=[CH:4][CH:3]=1. Given the reactants [Br:1][C:2]1[CH:7]=[CH:6][C:5](I)=[CH:4][CH:3]=1.C([Li])CCC.[N:14]1[C:27]2[C:18](=[CH:19][CH:20]=[C:21]3[C:26]=2[N:25]=[CH:24][CH:23]=[CH:22]3)[CH:17]=[CH:16][CH:15]=1, predict the reaction product. (6) Given the reactants [OH:1][CH2:2][C:3]([CH3:8])([CH3:7])[C:4]([OH:6])=[O:5].[CH3:9][O:10][CH2:11]Cl.C(N(CC)C(C)C)(C)C.N.Cl.[CH2:24]([O:26][CH2:27]C)C, predict the reaction product. The product is: [CH3:9][O:10][CH2:11][O:5][C:4](=[O:6])[C:3]([CH3:8])([CH3:7])[CH2:2][O:1][CH2:24][O:26][CH3:27]. (7) Given the reactants O.[NH2:2][NH2:3].C[O:5][C:6]([C:8]1[C:12]([N+:13]([O-:15])=[O:14])=[CH:11][N:10]([CH2:16][C:17]2[CH:22]=[CH:21][C:20]([O:23][CH3:24])=[CH:19][CH:18]=2)[N:9]=1)=O, predict the reaction product. The product is: [CH3:24][O:23][C:20]1[CH:21]=[CH:22][C:17]([CH2:16][N:10]2[CH:11]=[C:12]([N+:13]([O-:15])=[O:14])[C:8]([C:6]([NH:2][NH2:3])=[O:5])=[N:9]2)=[CH:18][CH:19]=1. (8) Given the reactants Br[C:2]1[CH:3]=[C:4]2[C:11]([C:12]([NH:14][CH3:15])=[O:13])=[C:10]([C:16]3[CH:21]=[CH:20][C:19]([F:22])=[CH:18][CH:17]=3)[O:9][C:5]2=[N:6][C:7]=1[Cl:8].B([C:26]1[CH:27]=[C:28]([CH:32]=[CH:33][C:34]=1[O:35][CH3:36])[C:29]([OH:31])=[O:30])(O)O.C(=O)([O-])[O-].[Cs+].[Cs+], predict the reaction product. The product is: [Cl:8][C:7]1[N:6]=[C:5]2[O:9][C:10]([C:16]3[CH:21]=[CH:20][C:19]([F:22])=[CH:18][CH:17]=3)=[C:11]([C:12](=[O:13])[NH:14][CH3:15])[C:4]2=[CH:3][C:2]=1[C:26]1[CH:27]=[C:28]([CH:32]=[CH:33][C:34]=1[O:35][CH3:36])[C:29]([OH:31])=[O:30]. (9) Given the reactants [CH:1]1([C:6]2[CH2:10][CH2:9][C:8](=[N:11][OH:12])[C:7]=2[C:13]2[CH:18]=[CH:17][CH:16]=[C:15]([O:19]C)[CH:14]=2)[CH2:5][CH2:4][CH2:3][CH2:2]1.B(Br)(Br)Br.C(=O)([O-])[O-].[Na+].[Na+], predict the reaction product. The product is: [CH:1]1([C:6]2[CH2:10][CH2:9][C:8](=[N:11][OH:12])[C:7]=2[C:13]2[CH:18]=[CH:17][CH:16]=[C:15]([OH:19])[CH:14]=2)[CH2:2][CH2:3][CH2:4][CH2:5]1. (10) Given the reactants [H-].[Na+].[CH3:3][CH:4](P(O)(O)=O)/[C:5](/C)=[C:6](\C)/[C:7]([O-:9])=[O:8].CC[O:18][CH:19](OCC)[C:20]1[CH:25]=[CH:24][C:23](C=O)=[CH:22][CH:21]=1.[OH-].[K+], predict the reaction product. The product is: [CH:19]([C:20]1[CH:25]=[CH:24][C:23]([CH:3]=[CH:4][CH:5]=[CH:6][C:7]([OH:9])=[O:8])=[CH:22][CH:21]=1)=[O:18].